This data is from Peptide-MHC class II binding affinity with 134,281 pairs from IEDB. The task is: Regression. Given a peptide amino acid sequence and an MHC pseudo amino acid sequence, predict their binding affinity value. This is MHC class II binding data. The peptide sequence is KVAATAANAAPANDKFTVFE. The MHC is HLA-DPA10103-DPB10301 with pseudo-sequence HLA-DPA10103-DPB10301. The binding affinity (normalized) is 0.455.